This data is from Full USPTO retrosynthesis dataset with 1.9M reactions from patents (1976-2016). The task is: Predict the reactants needed to synthesize the given product. (1) Given the product [Cl:1][C:2]1[CH:3]=[N:4][C:5]([NH:11][CH:12]([CH3:14])[CH3:13])=[C:6]([CH:10]=1)[C:7]([NH:20][C:16]([CH3:17])([C:18]#[CH:19])[CH3:15])=[O:9], predict the reactants needed to synthesize it. The reactants are: [Cl:1][C:2]1[CH:3]=[N:4][C:5]([NH:11][CH:12]([CH3:14])[CH3:13])=[C:6]([CH:10]=1)[C:7]([OH:9])=O.[CH3:15][C:16]([NH2:20])([C:18]#[CH:19])[CH3:17].CCN=C=NCCCN(C)C.CCN(C(C)C)C(C)C.C1C=CC2N(O)N=NC=2C=1. (2) The reactants are: [N:1]1([C:6]2[CH:11]=[CH:10][C:9]([N:12]3[CH2:16][C@H:15]([CH2:17][NH:18][C:19](=[O:21])[CH3:20])[O:14][C:13]3=[O:22])=[CH:8][C:7]=2[F:23])CC=C[CH2:2]1.C[N+]1([O-])CC[O:28]CC1.C(OCC)(=O)C.S(=O)(O)[O-].[Na+].[CH3:43][C:44]([CH3:46])=[O:45]. Given the product [OH:45][CH:44]1[CH:46]([OH:28])[CH2:2][N:1]([C:6]2[CH:11]=[CH:10][C:9]([N:12]3[CH2:16][C@H:15]([CH2:17][NH:18][C:19](=[O:21])[CH3:20])[O:14][C:13]3=[O:22])=[CH:8][C:7]=2[F:23])[CH2:43]1, predict the reactants needed to synthesize it. (3) Given the product [CH:42]1([CH2:48][N:27]([CH2:48][CH:42]2[CH2:47][CH2:46][CH2:45][CH2:44][CH2:43]2)[C:24]2[CH:25]=[CH:26][C:21]([N:20]([C:28]3[CH:33]=[CH:32][C:31]([N:34]([CH2:48][CH:42]4[CH2:47][CH2:46][CH2:45][CH2:44][CH2:43]4)[CH2:48][CH:42]4[CH2:47][CH2:46][CH2:45][CH2:44][CH2:43]4)=[CH:30][CH:29]=3)[C:17]3[CH:16]=[CH:15][C:14]([N:13]([C:10]4[CH:9]=[CH:8][C:7]([N:6]([CH2:48][CH:42]5[CH2:47][CH2:46][CH2:45][CH2:44][CH2:43]5)[CH2:48][CH:42]5[CH2:47][CH2:46][CH2:45][CH2:44][CH2:43]5)=[CH:12][CH:11]=4)[C:35]4[CH:40]=[CH:39][C:38]([N:41]([CH2:48][CH:42]5[CH2:47][CH2:46][CH2:45][CH2:44][CH2:43]5)[CH2:48][CH:42]5[CH2:47][CH2:46][CH2:45][CH2:44][CH2:43]5)=[CH:37][CH:36]=4)=[CH:19][CH:18]=3)=[CH:22][CH:23]=2)[CH2:47][CH2:46][CH2:45][CH2:44][CH2:43]1, predict the reactants needed to synthesize it. The reactants are: CN(C=O)C.[NH2:6][C:7]1[CH:12]=[CH:11][C:10]([N:13]([C:35]2[CH:40]=[CH:39][C:38]([NH2:41])=[CH:37][CH:36]=2)[C:14]2[CH:19]=[CH:18][C:17]([N:20]([C:28]3[CH:33]=[CH:32][C:31]([NH2:34])=[CH:30][CH:29]=3)[C:21]3[CH:26]=[CH:25][C:24]([NH2:27])=[CH:23][CH:22]=3)=[CH:16][CH:15]=2)=[CH:9][CH:8]=1.[CH:42]1([CH2:48]I)[CH2:47][CH2:46][CH2:45][CH2:44][CH2:43]1.C(=O)([O-])[O-].[K+].[K+].